From a dataset of Reaction yield outcomes from USPTO patents with 853,638 reactions. Predict the reaction yield, written as a fraction of the theoretical maximum amount of product (1.0 means a 100% yield; for example, 0.34 means a 34% yield). The reactants are [F:1][C:2]([F:7])([F:6])[C:3]([OH:5])=[O:4].ClC1C(N[C@@H]2[C@@H]3C[C@@H](C=C3)[C@@H]2C(N)=O)=C2N=C(C3C=CC(CN4CCOCC4)=CC=3)NC2=NC=1.[NH2:42][C:43]1[C:48]([NH2:49])=[C:47]([NH:50][C@@H:51]2[C@@H:56]3[CH2:57][C@@H:53]([CH:54]=[CH:55]3)[C@@H:52]2[C:58]([NH2:60])=[O:59])[C:46]([Cl:61])=[CH:45][N:44]=1.[CH3:62][O:63][C:64]1[CH:71]=[C:70]([N:72]2[CH2:77][CH2:76][N:75]([CH3:78])[CH2:74][CH2:73]2)[CH:69]=[CH:68][C:65]=1[CH:66]=O. No catalyst specified. The product is [F:1][C:2]([F:7])([F:6])[C:3]([OH:5])=[O:4].[Cl:61][C:46]1[C:47]([NH:50][C@@H:51]2[C@@H:56]3[CH2:57][C@@H:53]([CH:54]=[CH:55]3)[C@@H:52]2[C:58]([NH2:60])=[O:59])=[C:48]2[N:49]=[C:66]([C:65]3[CH:68]=[CH:69][C:70]([N:72]4[CH2:73][CH2:74][N:75]([CH3:78])[CH2:76][CH2:77]4)=[CH:71][C:64]=3[O:63][CH3:62])[NH:42][C:43]2=[N:44][CH:45]=1. The yield is 0.620.